The task is: Predict which catalyst facilitates the given reaction.. This data is from Catalyst prediction with 721,799 reactions and 888 catalyst types from USPTO. (1) Reactant: Br[CH2:2][CH2:3][CH2:4][CH2:5][CH2:6][CH2:7][CH2:8][CH2:9][CH2:10][CH2:11][CH2:12][CH2:13][OH:14].C(=O)([O-])[O-].[Na+].[Na+].[N+:21]([C:24]1[CH:25]=[C:26]([CH:29]=[C:30]([N+:32]([O-:34])=[O:33])[CH:31]=1)[CH2:27][OH:28])([O-:23])=[O:22]. Product: [N+:21]([C:24]1[CH:25]=[C:26]([CH:29]=[C:30]([N+:32]([O-:34])=[O:33])[CH:31]=1)[CH2:27][O:28][CH2:2][CH2:3][CH2:4][CH2:5][CH2:6][CH2:7][CH2:8][CH2:9][CH2:10][CH2:11][CH2:12][CH2:13][OH:14])([O-:23])=[O:22]. The catalyst class is: 3. (2) Reactant: [F:1][C:2]([F:15])([F:14])[CH:3]1[O:8][CH2:7][C:6]([C:9]([O:11][CH2:12][CH3:13])=[O:10])=[CH:5][CH2:4]1. Product: [F:14][C:2]([F:1])([F:15])[CH:3]1[O:8][CH2:7][CH:6]([C:9]([O:11][CH2:12][CH3:13])=[O:10])[CH2:5][CH2:4]1. The catalyst class is: 833. (3) Reactant: CC1(C)[O:6][C@H:5]([CH2:7][O:8][C:9]([NH:11][C@@H:12]2[CH2:16][CH2:15][N:14]([C:17]3[CH:22]=[CH:21][C:20]([N:23]4[CH2:27][C@H:26]([CH2:28][N:29]5[CH:33]=[CH:32][N:31]=[N:30]5)[O:25][C:24]4=[O:34])=[CH:19][C:18]=3[F:35])[CH2:13]2)=[O:10])[CH2:4][O:3]1.Cl.C(=O)([O-])[O-].[K+].[K+]. Product: [OH:6][C@@H:5]([CH2:4][OH:3])[CH2:7][O:8][C:9]([NH:11][C@@H:12]1[CH2:16][CH2:15][N:14]([C:17]2[CH:22]=[CH:21][C:20]([N:23]3[CH2:27][C@H:26]([CH2:28][N:29]4[CH:33]=[CH:32][N:31]=[N:30]4)[O:25][C:24]3=[O:34])=[CH:19][C:18]=2[F:35])[CH2:13]1)=[O:10]. The catalyst class is: 7.